This data is from KCNQ2 potassium channel screen with 302,405 compounds. The task is: Binary Classification. Given a drug SMILES string, predict its activity (active/inactive) in a high-throughput screening assay against a specified biological target. The result is 0 (inactive). The drug is S(CC(=O)N1CCc2c1cccc2)c1n(c(nn1)CNc1scc(n1)c1ccccc1)C.